From a dataset of Reaction yield outcomes from USPTO patents with 853,638 reactions. Predict the reaction yield, written as a fraction of the theoretical maximum amount of product (1.0 means a 100% yield; for example, 0.34 means a 34% yield). (1) The reactants are [F:1][C:2]([F:13])([F:12])[C:3]1[CH:4]=[C:5](B(O)O)[CH:6]=[CH:7][CH:8]=1.Cl[C:15]1[CH:24]=[N:23][C:18]2[O:19][CH2:20][CH2:21][NH:22][C:17]=2[N:16]=1.C([O-])([O-])=O.[K+].[K+]. The catalyst is C1C=CC([P]([Pd]([P](C2C=CC=CC=2)(C2C=CC=CC=2)C2C=CC=CC=2)([P](C2C=CC=CC=2)(C2C=CC=CC=2)C2C=CC=CC=2)[P](C2C=CC=CC=2)(C2C=CC=CC=2)C2C=CC=CC=2)(C2C=CC=CC=2)C2C=CC=CC=2)=CC=1.O1CCOCC1.O. The product is [F:1][C:2]([F:13])([F:12])[C:3]1[CH:4]=[C:5]([C:15]2[CH:24]=[N:23][C:18]3[O:19][CH2:20][CH2:21][NH:22][C:17]=3[N:16]=2)[CH:6]=[CH:7][CH:8]=1. The yield is 0.270. (2) The reactants are [Cl-].O[NH3+:3].[C:4](=[O:7])([O-])[OH:5].[Na+].CS(C)=O.[CH2:13]([C:17]1[N:18]([CH2:37][C:38]2[CH:43]=[CH:42][C:41]([C:44]3[C:45]([C:50]#[N:51])=[CH:46][CH:47]=[CH:48][CH:49]=3)=[CH:40][CH:39]=2)[C:19](=[O:36])[C:20]([C:26]2[CH:27]=[CH:28][C:29]3[O:33][CH:32]([CH3:34])[CH2:31][C:30]=3[CH:35]=2)=[C:21]([CH:23]2[CH2:25][CH2:24]2)[N:22]=1)[CH2:14][CH2:15][CH3:16]. The catalyst is O. The product is [CH2:13]([C:17]1[N:18]([CH2:37][C:38]2[CH:39]=[CH:40][C:41]([C:44]3[CH:49]=[CH:48][CH:47]=[CH:46][C:45]=3[C:50]3[NH:3][C:4](=[O:7])[O:5][N:51]=3)=[CH:42][CH:43]=2)[C:19](=[O:36])[C:20]([C:26]2[CH:27]=[CH:28][C:29]3[O:33][CH:32]([CH3:34])[CH2:31][C:30]=3[CH:35]=2)=[C:21]([CH:23]2[CH2:25][CH2:24]2)[N:22]=1)[CH2:14][CH2:15][CH3:16]. The yield is 0.820.